Dataset: Drug-target binding data from BindingDB using IC50 measurements. Task: Regression. Given a target protein amino acid sequence and a drug SMILES string, predict the binding affinity score between them. We predict pIC50 (pIC50 = -log10(IC50 in M); higher means more potent). Dataset: bindingdb_ic50. (1) The pIC50 is 3.6. The compound is CCCCCCN(CCCCCC)c1nc(-c2cccn2-c2ccccc2)nc(N2CCCCCC2)n1. The target protein (P0A7A9) has sequence MSLLNVPAGKDLPEDIYVVIEIPANADPIKYEIDKESGALFVDRFMSTAMFYPCNYGYINHTLSLDGDPVDVLVPTPYPLQPGSVIRCRPVGVLKMTDEAGEDAKLVAVPHSKLSKEYDHIKDVNDLPELLKAQIAHFFEHYKDLEKGKWVKVEGWENAEAAKAEIVASFERAKNK. (2) The pIC50 is 8.0. The small molecule is C=C(C)C(=O)OCCOC(=O)C1=C(C)N=C(C)C(C(=O)OCC)C1c1cccc([N+](=O)[O-])c1. The target protein (P27732) has sequence MMMMMMMKKMQHQRQQQEDHANEANYARGTRLPISGEGPTSQPNSSKQTVLSWQAAIDAARQAKAAQTMSTSAPPPVGSLSQRKRQQYAKSKKQGNSSNSRPARALFCLSLNNPIRRACISIVDWKPFDIFILLAIFANCVALAIYIPFPEDDSNSTNHNLEKVEYAFLIIFTVETFLKIIASGLLLHPNASVRNGWNLLDFVIVIVGLFSVILEQLTKETEGGNHSSGKSGGFDVKALRAFRVLRPLRLVSGVPSLQVVLNSIIKAMVPLLHIALLVLFVIIIYAIIGLELFIGKMHKTCFFADSDIVAEEDPAPCAFSGNGRQCAANGTECRSGWVGPNGGITNFDNFAFAMLTVFQCITMEGWTDVLYWVNDAIGWEWPWVYFVSLIILGSFFVLNLVLGVLSGEFSKEREKAKARGDFQKLREKQQLEEDLKGYLDWITQAEDIDPENEEEGGEEGKRNTSMPTSETESVNTENVSGEGETQGCCGSLWCWWKRRG....